Task: Predict the reaction yield, written as a fraction of the theoretical maximum amount of product (1.0 means a 100% yield; for example, 0.34 means a 34% yield).. Dataset: Reaction yield outcomes from USPTO patents with 853,638 reactions (1) The reactants are [C:1]([O:5][C:6]([CH:8]1[CH2:11][N:10]([C:12]2[NH:17][C:16](=[O:18])[C:15]([C:19]([O:21][CH2:22][CH3:23])=[O:20])=[CH:14][C:13]=2[C:24]#[N:25])[CH2:9]1)=[O:7])([CH3:4])([CH3:3])[CH3:2].I[CH2:27][CH:28]([F:30])[F:29]. The catalyst is CS(C)=O. The product is [C:1]([O:5][C:6]([CH:8]1[CH2:9][N:10]([C:12]2[C:13]([C:24]#[N:25])=[CH:14][C:15]([C:19]([O:21][CH2:22][CH3:23])=[O:20])=[C:16]([O:18][CH2:27][CH:28]([F:30])[F:29])[N:17]=2)[CH2:11]1)=[O:7])([CH3:2])([CH3:4])[CH3:3]. The yield is 1.00. (2) The reactants are [NH2:1][C:2]1[S:3][C:4]([CH3:7])=[CH:5][N:6]=1.C([O:10][CH:11]=[C:12]([C:18](OCC)=O)[C:13]([O:15][CH2:16][CH3:17])=[O:14])C. The catalyst is C1(C)C(C)=CC=CC=1. The product is [CH3:7][C:4]1[S:3][C:2]2=[N:1][CH:18]=[C:12]([C:13]([O:15][CH2:16][CH3:17])=[O:14])[C:11](=[O:10])[N:6]2[CH:5]=1. The yield is 0.860. (3) The reactants are [CH:1]12[NH:8][CH:5]([CH2:6][CH2:7]1)[CH2:4][CH2:3][CH2:2]2.[CH3:9][N:10]([CH3:20])[C:11]1[CH:19]=[CH:18][C:14]([C:15](Cl)=[O:16])=[CH:13][CH:12]=1.C1C[O:24]CC1. No catalyst specified. The product is [CH3:9][N:10]([CH3:20])[C:11]1[CH:19]=[CH:18][C:14]([C:15]([N:8]2[CH:5]3[CH2:6][CH2:7][CH:1]2[CH2:2][C:3](=[O:24])[CH2:4]3)=[O:16])=[CH:13][CH:12]=1. The yield is 0.480.